Dataset: NCI-60 drug combinations with 297,098 pairs across 59 cell lines. Task: Regression. Given two drug SMILES strings and cell line genomic features, predict the synergy score measuring deviation from expected non-interaction effect. (1) Drug 1: CC1=C2C(C(=O)C3(C(CC4C(C3C(C(C2(C)C)(CC1OC(=O)C(C(C5=CC=CC=C5)NC(=O)OC(C)(C)C)O)O)OC(=O)C6=CC=CC=C6)(CO4)OC(=O)C)OC)C)OC. Drug 2: C1=CC(=CC=C1C#N)C(C2=CC=C(C=C2)C#N)N3C=NC=N3. Cell line: M14. Synergy scores: CSS=30.0, Synergy_ZIP=-2.50, Synergy_Bliss=-6.68, Synergy_Loewe=-43.6, Synergy_HSA=-7.24. (2) Drug 1: CC1C(C(CC(O1)OC2CC(CC3=C2C(=C4C(=C3O)C(=O)C5=C(C4=O)C(=CC=C5)OC)O)(C(=O)CO)O)N)O.Cl. Drug 2: CN(C)N=NC1=C(NC=N1)C(=O)N. Cell line: SF-295. Synergy scores: CSS=15.6, Synergy_ZIP=-3.58, Synergy_Bliss=3.13, Synergy_Loewe=0.439, Synergy_HSA=1.28. (3) Drug 1: CC1C(C(=O)NC(C(=O)N2CCCC2C(=O)N(CC(=O)N(C(C(=O)O1)C(C)C)C)C)C(C)C)NC(=O)C3=C4C(=C(C=C3)C)OC5=C(C(=O)C(=C(C5=N4)C(=O)NC6C(OC(=O)C(N(C(=O)CN(C(=O)C7CCCN7C(=O)C(NC6=O)C(C)C)C)C)C(C)C)C)N)C. Drug 2: C1CC(=O)NC(=O)C1N2C(=O)C3=CC=CC=C3C2=O. Cell line: M14. Synergy scores: CSS=0.594, Synergy_ZIP=1.34, Synergy_Bliss=3.57, Synergy_Loewe=-8.04, Synergy_HSA=-0.875. (4) Drug 1: CC1=C(C=C(C=C1)NC(=O)C2=CC=C(C=C2)CN3CCN(CC3)C)NC4=NC=CC(=N4)C5=CN=CC=C5. Drug 2: C(CN)CNCCSP(=O)(O)O. Cell line: NCI-H460. Synergy scores: CSS=-1.21, Synergy_ZIP=3.16, Synergy_Bliss=5.24, Synergy_Loewe=-1.71, Synergy_HSA=-0.286. (5) Synergy scores: CSS=49.9, Synergy_ZIP=3.01, Synergy_Bliss=1.60, Synergy_Loewe=-10.9, Synergy_HSA=1.14. Drug 1: CC(C)CN1C=NC2=C1C3=CC=CC=C3N=C2N. Drug 2: CC1CCCC2(C(O2)CC(NC(=O)CC(C(C(=O)C(C1O)C)(C)C)O)C(=CC3=CSC(=N3)C)C)C. Cell line: OVCAR-8. (6) Drug 1: CCCS(=O)(=O)NC1=C(C(=C(C=C1)F)C(=O)C2=CNC3=C2C=C(C=N3)C4=CC=C(C=C4)Cl)F. Drug 2: C1=C(C(=O)NC(=O)N1)F. Cell line: HCC-2998. Synergy scores: CSS=18.5, Synergy_ZIP=3.34, Synergy_Bliss=-1.19, Synergy_Loewe=-7.22, Synergy_HSA=-6.65. (7) Drug 1: CC12CCC(CC1=CCC3C2CCC4(C3CC=C4C5=CN=CC=C5)C)O. Drug 2: COC1=CC(=CC(=C1O)OC)C2C3C(COC3=O)C(C4=CC5=C(C=C24)OCO5)OC6C(C(C7C(O6)COC(O7)C8=CC=CS8)O)O. Cell line: OVCAR3. Synergy scores: CSS=37.3, Synergy_ZIP=-8.37, Synergy_Bliss=-0.0942, Synergy_Loewe=-26.0, Synergy_HSA=0.828. (8) Drug 1: C1CN1P(=S)(N2CC2)N3CC3. Drug 2: C1CC(=O)NC(=O)C1N2C(=O)C3=CC=CC=C3C2=O. Cell line: M14. Synergy scores: CSS=12.9, Synergy_ZIP=-3.99, Synergy_Bliss=1.16, Synergy_Loewe=-7.75, Synergy_HSA=-0.897. (9) Drug 1: CC1=C2C(C(=O)C3(C(CC4C(C3C(C(C2(C)C)(CC1OC(=O)C(C(C5=CC=CC=C5)NC(=O)OC(C)(C)C)O)O)OC(=O)C6=CC=CC=C6)(CO4)OC(=O)C)O)C)O. Drug 2: C1=NC2=C(N1)C(=S)N=CN2. Cell line: UACC-257. Synergy scores: CSS=39.2, Synergy_ZIP=1.95, Synergy_Bliss=1.43, Synergy_Loewe=-3.17, Synergy_HSA=2.13.